Dataset: Catalyst prediction with 721,799 reactions and 888 catalyst types from USPTO. Task: Predict which catalyst facilitates the given reaction. (1) Reactant: [NH2:1][C:2]1[C:7]([NH2:8])=[CH:6][C:5]([C:9]2[C:10]([CH3:15])=[N:11][O:12][C:13]=2[CH3:14])=[CH:4][C:3]=1[S:16]([NH:19][CH:20]1[CH2:24][CH2:23][CH2:22][CH2:21]1)(=[O:18])=[O:17].[CH:25]1([CH2:28][N:29]=[C:30]=S)[CH2:27][CH2:26]1.C(N(CC)CC)C.Cl.C(N=C=NCCCN(C)C)C. Product: [CH:20]1([NH:19][S:16]([C:3]2[C:2]3[N:1]=[C:30]([NH:29][CH2:28][CH:25]4[CH2:27][CH2:26]4)[NH:8][C:7]=3[CH:6]=[C:5]([C:9]3[C:10]([CH3:15])=[N:11][O:12][C:13]=3[CH3:14])[CH:4]=2)(=[O:17])=[O:18])[CH2:24][CH2:23][CH2:22][CH2:21]1. The catalyst class is: 1. (2) Reactant: Br[C:2]1[CH:7]=[C:6]([C:8]#[C:9][CH3:10])[CH:5]=[CH:4][N:3]=1.[CH3:11][Sn:12]([CH3:18])([CH3:17])[Sn:12]([CH3:18])([CH3:17])[CH3:11]. Product: [C:8]([C:6]1[CH:5]=[CH:4][N:3]=[C:2]([Sn:12]([CH3:18])([CH3:17])[CH3:11])[CH:7]=1)#[C:9][CH3:10]. The catalyst class is: 109. (3) Reactant: [NH2:1][CH2:2][C:3]1[CH:4]=[C:5]([CH:9]2[CH2:14][CH2:13][N:12]([C:15](=[O:41])[CH2:16][C@@H:17]3[N:23]=[C:22]([C:24]4[CH:29]=[CH:28][C:27]([Cl:30])=[CH:26][CH:25]=4)[C:21]4[CH:31]=[C:32]([O:35][CH3:36])[CH:33]=[CH:34][C:20]=4[N:19]4[C:37]([CH3:40])=[N:38][N:39]=[C:18]34)[CH2:11][CH2:10]2)[CH:6]=[CH:7][CH:8]=1.CCN=C=NCCCN(C)C.[Cl:53][C:54]1[CH:59]=[CH:58][C:57]([C:60]2[C:66]3[CH:67]=[C:68]([O:71][CH3:72])[CH:69]=[CH:70][C:65]=3[N:64]3[C:73]([CH3:76])=[N:74][N:75]=[C:63]3[C@H:62]([CH2:77][C:78](O)=[O:79])[N:61]=2)=[CH:56][CH:55]=1.C1C=CC2N(O)N=NC=2C=1. Product: [Cl:53][C:54]1[CH:59]=[CH:58][C:57]([C:60]2[C:66]3[CH:67]=[C:68]([O:71][CH3:72])[CH:69]=[CH:70][C:65]=3[N:64]3[C:73]([CH3:76])=[N:74][N:75]=[C:63]3[C@H:62]([CH2:77][C:78]([NH:1][CH2:2][C:3]3[CH:8]=[CH:7][CH:6]=[C:5]([CH:9]4[CH2:10][CH2:11][N:12]([C:15](=[O:41])[CH2:16][C@@H:17]5[N:23]=[C:22]([C:24]6[CH:29]=[CH:28][C:27]([Cl:30])=[CH:26][CH:25]=6)[C:21]6[CH:31]=[C:32]([O:35][CH3:36])[CH:33]=[CH:34][C:20]=6[N:19]6[C:37]([CH3:40])=[N:38][N:39]=[C:18]56)[CH2:13][CH2:14]4)[CH:4]=3)=[O:79])[N:61]=2)=[CH:56][CH:55]=1. The catalyst class is: 64. (4) Reactant: [F:1][C:2]1[CH:7]=[C:6]([S:8]([CH3:11])(=[O:10])=[O:9])[CH:5]=[CH:4][C:3]=1[NH:12][C@H:13]1[CH2:17][CH2:16][N:15]([CH:18]2[CH2:23][CH2:22][N:21]([C:24]#[N:25])[CH2:20][CH2:19]2)[C:14]1=[O:26].[NH2:27][OH:28]. Product: [F:1][C:2]1[CH:7]=[C:6]([S:8]([CH3:11])(=[O:10])=[O:9])[CH:5]=[CH:4][C:3]=1[NH:12][C@H:13]1[CH2:17][CH2:16][N:15]([CH:18]2[CH2:23][CH2:22][N:21]([C:24](=[NH:25])[NH:27][OH:28])[CH2:20][CH2:19]2)[C:14]1=[O:26]. The catalyst class is: 14. (5) Reactant: [I:1]I.[B-](F)(F)(F)F.[B-](F)(F)(F)F.C1[N+]2(CCl)CC[N+](F)(CC2)C1.[F:24][C:25]([F:45])([F:44])[C:26]1[CH:27]=[C:28]2[C:33](=[CH:34][CH:35]=1)[N:32]1[CH:36]=[CH:37][N:38]=[C:31]1[C:30]([NH:39][CH2:40][CH2:41][CH2:42][OH:43])=[N:29]2. Product: [I:1][C:36]1[N:32]2[C:33]3[C:28]([N:29]=[C:30]([NH:39][CH2:40][CH2:41][CH2:42][OH:43])[C:31]2=[N:38][CH:37]=1)=[CH:27][C:26]([C:25]([F:44])([F:24])[F:45])=[CH:35][CH:34]=3. The catalyst class is: 10. (6) Reactant: C([O:8][C:9]([C:12]1[CH:13]=[C:14]([N:22]2[C:26]([CH2:27][CH:28]3[CH2:33][CH2:32][CH2:31][CH2:30][CH2:29]3)=[C:25]([CH3:34])[C:24]([C:35]([O:37][CH2:38][CH3:39])=[O:36])=[C:23]2[CH3:40])[CH:15]=[C:16]([C:18]2([CH3:21])[CH2:20][CH2:19]2)[CH:17]=1)([CH3:11])[CH3:10])C1C=CC=CC=1. Product: [CH:28]1([CH2:27][C:26]2[N:22]([C:14]3[CH:15]=[C:16]([C:18]4([CH3:21])[CH2:19][CH2:20]4)[CH:17]=[C:12]([C:9]([OH:8])([CH3:11])[CH3:10])[CH:13]=3)[C:23]([CH3:40])=[C:24]([C:35]([O:37][CH2:38][CH3:39])=[O:36])[C:25]=2[CH3:34])[CH2:29][CH2:30][CH2:31][CH2:32][CH2:33]1. The catalyst class is: 19. (7) Reactant: [F:1][C:2]1([F:46])[CH2:7][CH2:6][CH:5]([C:8]2[C:17]3[CH:16]([OH:18])[CH2:15][C:14]([CH3:20])([CH3:19])[CH2:13][C:12]=3[N:11]=[C:10]([CH:21]3[CH2:26][CH2:25][N:24]([C:27]4[N:32]=[CH:31][C:30]([OH:33])=[CH:29][N:28]=4)[CH2:23][CH2:22]3)[C:9]=2[CH:34]([F:45])[C:35]2[CH:40]=[CH:39][C:38]([C:41]([F:44])([F:43])[F:42])=[CH:37][CH:36]=2)[CH2:4][CH2:3]1.C(=O)([O-])[O-].[Cs+].[Cs+].[CH2:53](I)[CH3:54].O. Product: [F:46][C:2]1([F:1])[CH2:3][CH2:4][CH:5]([C:8]2[C:17]3[CH:16]([OH:18])[CH2:15][C:14]([CH3:19])([CH3:20])[CH2:13][C:12]=3[N:11]=[C:10]([CH:21]3[CH2:22][CH2:23][N:24]([C:27]4[N:32]=[CH:31][C:30]([O:33][CH2:53][CH3:54])=[CH:29][N:28]=4)[CH2:25][CH2:26]3)[C:9]=2[CH:34]([F:45])[C:35]2[CH:36]=[CH:37][C:38]([C:41]([F:43])([F:42])[F:44])=[CH:39][CH:40]=2)[CH2:6][CH2:7]1. The catalyst class is: 9.